This data is from Peptide-MHC class II binding affinity with 134,281 pairs from IEDB. The task is: Regression. Given a peptide amino acid sequence and an MHC pseudo amino acid sequence, predict their binding affinity value. This is MHC class II binding data. (1) The peptide sequence is GGTEIKYNGEEYLIL. The MHC is HLA-DQA10101-DQB10501 with pseudo-sequence HLA-DQA10101-DQB10501. The binding affinity (normalized) is 0.324. (2) The peptide sequence is LIEKINAGFKAAVAA. The MHC is DRB1_1101 with pseudo-sequence DRB1_1101. The binding affinity (normalized) is 0.306. (3) The peptide sequence is AGSLQGQWRGAAGTA. The MHC is HLA-DQA10501-DQB10201 with pseudo-sequence HLA-DQA10501-DQB10201. The binding affinity (normalized) is 0.0834.